Dataset: Reaction yield outcomes from USPTO patents with 853,638 reactions. Task: Predict the reaction yield, written as a fraction of the theoretical maximum amount of product (1.0 means a 100% yield; for example, 0.34 means a 34% yield). (1) The reactants are [Br:1][C:2]1[CH:3]=[N:4][C:5]([CH3:8])=[N:6][CH:7]=1.C1C(=O)N([Br:16])C(=O)C1.C(OOC(=O)C1C=CC=CC=1)(=O)C1C=CC=CC=1. The catalyst is ClC(Cl)(Cl)Cl. The product is [Br:1][C:2]1[CH:3]=[N:4][C:5]([CH2:8][Br:16])=[N:6][CH:7]=1. The yield is 0.480. (2) The reactants are [CH:1]1([CH2:4][CH2:5][N:6]2[C:14]3[C:9](=[CH:10][CH:11]=[CH:12][CH:13]=3)[C:8]([C:17]3[C:25]([OH:26])=[CH:24][C:20]4[O:21][CH2:22][O:23][C:19]=4[CH:18]=3)([CH2:15]O)[C:7]2=[O:27])[CH2:3][CH2:2]1.C1(P(C2C=CC=CC=2)C2C=CC=CC=2)C=CC=CC=1.N(C(OCC)=O)=NC(OCC)=O. The catalyst is C1COCC1. The product is [CH:1]1([CH2:4][CH2:5][N:6]2[C:14]3[C:9](=[CH:10][CH:11]=[CH:12][CH:13]=3)[C:8]3([C:17]4=[CH:18][C:19]5[O:23][CH2:22][O:21][C:20]=5[CH:24]=[C:25]4[O:26][CH2:15]3)[C:7]2=[O:27])[CH2:3][CH2:2]1. The yield is 0.720. (3) The reactants are [F:1][C:2]1[CH:3]=[C:4]([CH:6]=[CH:7][C:8]=1[N:9]1[CH2:14][CH2:13][CH2:12][CH2:11][CH2:10]1)[NH2:5].C[Al](C)C.[NH:19](/[C:23](/[CH3:29])=[CH:24]\[C:25](OC)=[O:26])[C:20]([CH3:22])=O. The catalyst is C(Cl)Cl. The product is [F:1][C:2]1[CH:3]=[C:4]([N:5]2[C:25](=[O:26])[CH:24]=[C:23]([CH3:29])[N:19]=[C:20]2[CH3:22])[CH:6]=[CH:7][C:8]=1[N:9]1[CH2:14][CH2:13][CH2:12][CH2:11][CH2:10]1. The yield is 0.710. (4) The yield is 0.960. The catalyst is CO. The reactants are [CH2:1]([N:8]1[CH2:12][C@H:11]([C:13]2[CH:18]=[CH:17][C:16]([Cl:19])=[CH:15][CH:14]=2)[C@H:10]([C:20]([OH:22])=[O:21])[CH2:9]1)[C:2]1[CH:7]=[CH:6][CH:5]=[CH:4][CH:3]=1.S(=O)(=O)(O)O.Cl[CH2:29]Cl.C(=O)([O-])[O-].[Na+].[Na+]. The product is [CH3:29][O:21][C:20]([C@H:10]1[C@@H:11]([C:13]2[CH:14]=[CH:15][C:16]([Cl:19])=[CH:17][CH:18]=2)[CH2:12][N:8]([CH2:1][C:2]2[CH:3]=[CH:4][CH:5]=[CH:6][CH:7]=2)[CH2:9]1)=[O:22].